This data is from Forward reaction prediction with 1.9M reactions from USPTO patents (1976-2016). The task is: Predict the product of the given reaction. (1) Given the reactants [Cl:1][C:2]1[CH:13]=[C:12]([Cl:14])[C:5]([C:6]([NH:8][CH:9]2[CH2:11][CH2:10]2)=[O:7])=[C:4]([N+:15]([O-])=O)[C:3]=1[OH:18].O.[Sn](Cl)Cl, predict the reaction product. The product is: [NH2:15][C:4]1[C:3]([OH:18])=[C:2]([Cl:1])[CH:13]=[C:12]([Cl:14])[C:5]=1[C:6]([NH:8][CH:9]1[CH2:11][CH2:10]1)=[O:7]. (2) Given the reactants Cl[C:2]1[N:7]2[N:8]=[CH:9][C:10]([C:11]([O:13][CH2:14][CH3:15])=[O:12])=[C:6]2[N:5]=[CH:4][C:3]=1[C:16]([N:18]1[CH2:23][CH2:22][C:21]2([C:27]3[CH:28]=[CH:29][CH:30]=[CH:31][C:26]=3[O:25][CH2:24]2)[CH2:20][CH2:19]1)=[O:17].[NH2:32][C:33]1[CH:38]=[CH:37][CH:36]=[C:35]([CH3:39])[CH:34]=1, predict the reaction product. The product is: [CH2:14]([O:13][C:11]([C:10]1[CH:9]=[N:8][N:7]2[C:2]([NH:32][C:33]3[CH:38]=[CH:37][CH:36]=[C:35]([CH3:39])[CH:34]=3)=[C:3]([C:16]([N:18]3[CH2:23][CH2:22][C:21]4([C:27]5[CH:28]=[CH:29][CH:30]=[CH:31][C:26]=5[O:25][CH2:24]4)[CH2:20][CH2:19]3)=[O:17])[CH:4]=[N:5][C:6]=12)=[O:12])[CH3:15]. (3) Given the reactants Br[CH2:2][CH2:3][CH2:4][CH2:5][CH2:6][CH2:7][Br:8].C(C1(O)[CH2:14][O:13][CH2:12]1)C.[OH-:16].[Na+].O.CC[CH2:21][CH2:22][CH2:23][CH3:24], predict the reaction product. The product is: [Br:8][CH2:7][CH2:6][CH2:5][CH2:4][CH2:3][CH2:2][O:16][CH2:21][C:22]1([CH2:23][CH3:24])[CH2:14][O:13][CH2:12]1. (4) The product is: [Si:14]([O:13][CH2:12][CH2:11][CH2:10][CH2:9][CH2:8][CH2:7][CH2:6][CH2:5][CH2:4][CH2:3][CH2:2][Br:1])([C:17]([CH3:20])([CH3:19])[CH3:18])([CH3:16])[CH3:15]. Given the reactants [Br:1][CH2:2][CH2:3][CH2:4][CH2:5][CH2:6][CH2:7][CH2:8][CH2:9][CH2:10][CH2:11][CH2:12][OH:13].[Si:14](Cl)([C:17]([CH3:20])([CH3:19])[CH3:18])([CH3:16])[CH3:15].C(N(CC)CC)C, predict the reaction product. (5) Given the reactants Cl.[NH2:2][C:3]1[C:4]2[CH:16]=[C:15]([CH3:17])[S:14][C:5]=2[NH:6][C:7]2[CH:13]=[CH:12][CH:11]=[CH:10][C:8]=2[N:9]=1.CN1CCN(C)C1=O.[CH3:26][N:27]1[CH2:32][CH2:31]N[CH2:29][CH2:28]1, predict the reaction product. The product is: [CH3:17][C:15]1[S:14][C:5]2[NH:6][C:7]3[CH:13]=[CH:12][CH:11]=[CH:10][C:8]=3[N:9]=[C:3]([N:2]3[CH2:31][CH2:32][N:27]([CH3:26])[CH2:28][CH2:29]3)[C:4]=2[CH:16]=1.